From a dataset of Full USPTO retrosynthesis dataset with 1.9M reactions from patents (1976-2016). Predict the reactants needed to synthesize the given product. (1) Given the product [Cl:1][C:2]1[C:3]([F:29])=[C:4]([CH:26]=[CH:27][CH:28]=1)[NH:5][C:6]1[C:15]2[C:10](=[CH:11][C:12]([O:24][CH3:25])=[C:13]([O:16][CH:17]3[CH2:18][CH2:19][N:5]([CH3:6])[CH2:4][CH2:3]3)[CH:14]=2)[N:9]=[CH:8][N:7]=1, predict the reactants needed to synthesize it. The reactants are: [Cl:1][C:2]1[C:3]([F:29])=[C:4]([CH:26]=[CH:27][CH:28]=1)[NH:5][C:6]1[C:15]2[C:10](=[CH:11][C:12]([O:24][CH3:25])=[C:13]([O:16][CH2:17][CH:18]3CCNC[CH2:19]3)[CH:14]=2)[N:9]=[CH:8][N:7]=1.C=O. (2) Given the product [Br:1][C:2]1[CH:3]=[C:4]([C:8]([O:10][CH2:11][CH3:12])=[O:9])[O:5][C:6]=1[C:19]1[CH:18]=[CH:17][CH:16]=[C:15]([C:13]#[N:14])[CH:20]=1, predict the reactants needed to synthesize it. The reactants are: [Br:1][C:2]1[CH:3]=[C:4]([C:8]([O:10][CH2:11][CH3:12])=[O:9])[O:5][C:6]=1Br.[C:13]([C:15]1[CH:16]=[C:17](B(O)O)[CH:18]=[CH:19][CH:20]=1)#[N:14].C(=O)([O-])[O-].[Cs+].[Cs+].C1(P(C2CCCCC2)C2C=CC=CC=2C2C(C(C)C)=CC(C(C)C)=CC=2C(C)C)CCCCC1. (3) Given the product [Cl:11][C:12]1[C:17]([Cl:18])=[CH:16][CH:15]=[CH:14][C:13]=1[S:19]([NH:22][C:23]1[C:28]([O:1][CH2:2][C:3]2[CH:8]=[CH:7][CH:6]=[C:5]([CH2:9][OH:10])[N:4]=2)=[N:27][C:26]([Cl:30])=[CH:25][N:24]=1)(=[O:21])=[O:20], predict the reactants needed to synthesize it. The reactants are: [OH:1][CH2:2][C:3]1[CH:8]=[CH:7][CH:6]=[C:5]([CH2:9][OH:10])[N:4]=1.[Cl:11][C:12]1[C:17]([Cl:18])=[CH:16][CH:15]=[CH:14][C:13]=1[S:19]([NH:22][C:23]1[C:28](Cl)=[N:27][C:26]([Cl:30])=[CH:25][N:24]=1)(=[O:21])=[O:20]. (4) Given the product [N:4]1[CH:5]=[CH:6][CH:7]=[C:2](/[CH:12]=[CH:11]/[CH2:10][C@@H:9]([OH:13])[CH3:8])[CH:3]=1, predict the reactants needed to synthesize it. The reactants are: Br[C:2]1[CH:3]=[N:4][CH:5]=[CH:6][CH:7]=1.[CH3:8][C@H:9]([OH:13])[CH2:10][CH:11]=[CH2:12].C1(C)C=CC=CC=1P(C1C=CC=CC=1C)C1C=CC=CC=1C.C(N(CC)CC)C.